From a dataset of Forward reaction prediction with 1.9M reactions from USPTO patents (1976-2016). Predict the product of the given reaction. (1) The product is: [C:1]([C:4]1[C:12]2[C:7](=[CH:8][C:9]([O:15][CH3:16])=[C:10]([O:13][CH3:14])[CH:11]=2)[N:6]([CH2:17][C:18]([OH:20])=[O:19])[N:5]=1)(=[O:3])[CH3:2]. Given the reactants [C:1]([C:4]1[C:12]2[C:7](=[CH:8][C:9]([O:15][CH3:16])=[C:10]([O:13][CH3:14])[CH:11]=2)[N:6]([CH2:17][C:18]([O:20]C(C)(C)C)=[O:19])[N:5]=1)(=[O:3])[CH3:2].C(C1C2C(=CC=CC=2)N(CC(O)=O)N=1)(=O)C, predict the reaction product. (2) Given the reactants Cl.[NH2:2][CH2:3][CH2:4][C:5]([O:7]C)=[O:6].[C:9](Cl)(=[O:14])[C:10]([CH3:13])([CH3:12])[CH3:11].Cl, predict the reaction product. The product is: [CH3:11][C:10]([CH3:13])([CH3:12])[C:9]([NH:2][CH2:3][CH2:4][C:5]([OH:7])=[O:6])=[O:14].